Task: Predict the reactants needed to synthesize the given product.. Dataset: Full USPTO retrosynthesis dataset with 1.9M reactions from patents (1976-2016) (1) The reactants are: Cl[C:2]1[CH:3]=[CH:4][C:5]2[N:12]3[CH2:13][C@H:8]([CH2:9][CH2:10][CH2:11]3)[NH:7][C:6]=2[N:14]=1.[F:15][C:16]([F:23])([F:22])[CH:17]1[CH2:21][CH2:20][NH:19][CH2:18]1.CC([O-])(C)C.[K+]. Given the product [F:15][C:16]([F:23])([F:22])[CH:17]1[CH2:21][CH2:20][N:19]([C:2]2[CH:3]=[CH:4][C:5]3[N:12]4[CH2:13][C@H:8]([CH2:9][CH2:10][CH2:11]4)[NH:7][C:6]=3[N:14]=2)[CH2:18]1, predict the reactants needed to synthesize it. (2) Given the product [Cl:3][C:4]1[CH:18]=[CH:17][C:7]2[O:8][CH2:9][C:10]3[CH:16]=[CH:15][CH:14]=[CH:13][C:11]=3[N:12]([CH2:24][C@H:23]3[CH2:25][CH2:20][CH2:21][N:22]3[CH2:26][CH2:27][C:28]3[CH:33]=[CH:32][C:31]4[O:34][CH2:35][O:36][C:30]=4[CH:29]=3)[C:6]=2[CH:5]=1, predict the reactants needed to synthesize it. The reactants are: [H-].[Na+].[Cl:3][C:4]1[CH:18]=[CH:17][C:7]2[O:8][CH2:9][C:10]3[CH:16]=[CH:15][CH:14]=[CH:13][C:11]=3[NH:12][C:6]=2[CH:5]=1.Cl[C@@H:20]1[CH2:25][CH2:24][CH2:23][N:22]([CH2:26][CH2:27][C:28]2[CH:33]=[CH:32][C:31]3[O:34][CH2:35][O:36][C:30]=3[CH:29]=2)[CH2:21]1.C(=O)([O-])O.[Na+]. (3) The reactants are: C[Al](C)C.[CH3:5][CH:6]([CH3:10])[CH2:7][CH2:8][NH2:9].[C:11]([O:15][C:16]([N:18]([CH3:47])[CH2:19][CH2:20][N:21]([CH2:23][C:24]1[C:25]([CH:35]2[CH2:40][C@H:39](C(OC)=O)[C:38]([CH3:46])([CH3:45])[CH2:37][CH2:36]2)=[N:26][N:27]([CH:29]2[CH2:34][CH2:33][CH2:32][CH2:31][O:30]2)[CH:28]=1)[CH3:22])=[O:17])([CH3:14])([CH3:13])[CH3:12].[CH3:48][OH:49]. Given the product [CH3:46][C:38]1([CH3:45])[CH2:37][CH2:36][CH:35]([C:25]2[C:24]([CH2:23][N:21]([CH3:22])[CH2:20][CH2:19][N:18]([CH3:47])[C:16](=[O:17])[O:15][C:11]([CH3:14])([CH3:12])[CH3:13])=[CH:28][N:27]([CH:29]3[CH2:34][CH2:33][CH2:32][CH2:31][O:30]3)[N:26]=2)[CH2:40][C@@H:39]1[C:48](=[O:49])[NH:9][CH2:8][CH2:7][CH:6]([CH3:10])[CH3:5], predict the reactants needed to synthesize it. (4) Given the product [O:1]=[C:2]1[CH2:7][CH:6]([C:8]([O:10][CH3:11])=[O:9])[CH2:5][CH2:4][NH:3]1, predict the reactants needed to synthesize it. The reactants are: [O:1]=[C:2]1[CH2:7][CH:6]([C:8]([OH:10])=[O:9])[CH2:5][CH2:4][NH:3]1.[C:11](=O)([O-])[O-].[K+].[K+].IC. (5) Given the product [F:19][C:20]1[CH:25]=[C:24]([F:26])[CH:23]=[CH:22][C:21]=1[C:2]1[C:10]2[N:9]3[CH2:11][CH2:12][NH:13][C:14](=[O:15])[C:8]3=[C:7]([CH3:16])[C:6]=2[CH:5]=[C:4]([C:17]#[N:18])[CH:3]=1, predict the reactants needed to synthesize it. The reactants are: Br[C:2]1[C:10]2[N:9]3[CH2:11][CH2:12][NH:13][C:14](=[O:15])[C:8]3=[C:7]([CH3:16])[C:6]=2[CH:5]=[C:4]([C:17]#[N:18])[CH:3]=1.[F:19][C:20]1[CH:25]=[C:24]([F:26])[CH:23]=[CH:22][C:21]=1B(O)O. (6) Given the product [Cl:18][C:19]1[CH:24]=[CH:23][C:22]([C:2]2[C:7]([O:17][CH2:16][C:13]3([CH3:12])[CH2:15][CH2:14]3)=[N:6][CH:5]=[C:4]([CH:3]=2)[C:9]([NH:29][C@@H:30]2[CH2:35][CH2:34][CH2:33][CH2:32][C@H:31]2[OH:36])=[O:11])=[CH:21][CH:20]=1, predict the reactants needed to synthesize it. The reactants are: Br[C:2]1[CH:3]=[C:4]([C:9]([OH:11])=O)[CH:5]=[N:6][C:7]=1Cl.[CH3:12][C:13]1([CH2:16][OH:17])[CH2:15][CH2:14]1.[Cl:18][C:19]1[CH:24]=[CH:23][C:22](B(O)O)=[CH:21][CH:20]=1.Cl.[NH2:29][C@@H:30]1[CH2:35][CH2:34][CH2:33][CH2:32][C@H:31]1[OH:36]. (7) Given the product [Cl:13][C:14]1[CH:15]=[CH:16][C:17]([N:11]2[CH2:10][CH2:9][C:5]3[N:6]=[CH:7][N:8]=[C:3]([O:2][CH3:1])[C:4]=3[CH2:12]2)=[C:18]([CH:21]=1)[C:19]#[N:20], predict the reactants needed to synthesize it. The reactants are: [CH3:1][O:2][C:3]1[C:4]2[CH2:12][NH:11][CH2:10][CH2:9][C:5]=2[N:6]=[CH:7][N:8]=1.[Cl:13][C:14]1[CH:15]=[CH:16][C:17](F)=[C:18]([CH:21]=1)[C:19]#[N:20].N12CCCN=C1CCCCC2. (8) Given the product [CH3:1][O:5][C:6](=[O:54])[NH:7][CH:8]1[CH2:13][CH2:12][CH:11]2[N:10]([CH:14]([C:15]3[NH:16][C:17]([C:20]4[CH:21]=[CH:22][C:23]([C:26]5[CH:31]=[CH:30][C:29]([C:32]6[NH:33][C:34]([CH:37]7[CH2:41][CH2:40][CH2:39][N:38]7[C:42](=[O:52])[CH:43]([NH:47][C:48]([O:50][CH3:51])=[O:49])[CH:44]([CH3:45])[CH3:46])=[N:35][CH:36]=6)=[CH:28][CH:27]=5)=[CH:24][CH:25]=4)=[CH:18][N:19]=3)[CH2:59][CH2:60]2)[C:9]1=[O:53], predict the reactants needed to synthesize it. The reactants are: [C:1]([O:5][C:6](=[O:54])[NH:7][CH:8]1[CH2:13][CH2:12][CH2:11][N:10]([CH2:14][C:15]2[NH:16][C:17]([C:20]3[CH:25]=[CH:24][C:23]([C:26]4[CH:31]=[CH:30][C:29]([C:32]5[NH:33][C:34]([CH:37]6[CH2:41][CH2:40][CH2:39][N:38]6[C:42](=[O:52])[CH:43]([NH:47][C:48]([O:50][CH3:51])=[O:49])[CH:44]([CH3:46])[CH3:45])=[N:35][CH:36]=5)=[CH:28][CH:27]=4)=[CH:22][CH:21]=3)=[CH:18][N:19]=2)[C:9]1=[O:53])(C)(C)C.COC(=O)N[CH:59](C(N1CCCC1C1NC(C2C=CC(C3C=CC(C4NC(CN5CCCC(N)C5=O)=NC=4)=CC=3)=CC=2)=CN=1)=O)[CH:60](C)C.